This data is from Full USPTO retrosynthesis dataset with 1.9M reactions from patents (1976-2016). The task is: Predict the reactants needed to synthesize the given product. (1) Given the product [NH2:27][CH:15]1[N:16]=[C:17]([CH:24]([CH3:25])[CH3:26])[C:18]2[CH:23]=[CH:22][CH:21]=[CH:20][C:19]=2[N:13]([CH2:12][C:10]([N:3]2[CH2:2][CH:1]3[CH2:7][CH2:6][CH:5]([CH2:8][CH2:9]3)[CH2:4]2)=[O:11])[C:14]1=[O:38], predict the reactants needed to synthesize it. The reactants are: [CH:1]12[CH2:9][CH2:8][CH:5]([CH2:6][CH2:7]1)[CH2:4][N:3]([C:10]([CH2:12][N:13]1[C:19]3[CH:20]=[CH:21][CH:22]=[CH:23][C:18]=3[C:17]([CH:24]([CH3:26])[CH3:25])=[N:16][CH:15]([NH:27]C(OCC3C=CC=CC=3)=O)[C:14]1=[O:38])=[O:11])[CH2:2]2.C([O-])=O. (2) Given the product [N:8]1([CH:6]([CH3:7])[CH2:5][CH2:4][C:3]([OH:13])=[O:2])[CH2:12][CH2:11][CH2:10][CH2:9]1, predict the reactants needed to synthesize it. The reactants are: C[O:2][C:3](=[O:13])[CH2:4][CH2:5][CH:6]([N:8]1[CH2:12][CH2:11][CH2:10][CH2:9]1)[CH3:7].[OH-].[Na+].Cl. (3) Given the product [C:5]([O:8][C@@H:9]1[C@@H:14]([O:15][C:16](=[O:18])[CH3:17])[C@H:13]([O:19][C:20](=[O:22])[CH3:21])[C@@H:12]([CH2:23][O:24][C:25](=[O:27])[CH3:26])[O:11][C@H:10]1[C:28]1[CH:33]=[CH:32][CH:31]=[C:30]([CH2:34][C:35]2[CH:36]=[C:37]3[C:43](=[CH:42][CH:41]=[CH:40][CH:39]=[CH:38]3)[C:44]=2[C:45](=[O:47])[CH3:46])[CH:29]=1)(=[O:7])[CH3:6], predict the reactants needed to synthesize it. The reactants are: [Cl-].[Al+3].[Cl-].[Cl-].[C:5]([O:8][C@@H:9]1[C@@H:14]([O:15][C:16](=[O:18])[CH3:17])[C@H:13]([O:19][C:20](=[O:22])[CH3:21])[C@@H:12]([CH2:23][O:24][C:25](=[O:27])[CH3:26])[O:11][C@H:10]1[C:28]1[CH:33]=[CH:32][CH:31]=[C:30]([CH2:34][C:35]2[CH:44]=[C:43]3[C:37](=[CH:38][CH:39]=[CH:40][CH:41]=[CH:42]3)[CH:36]=2)[CH:29]=1)(=[O:7])[CH3:6].[C:45](OC(=O)C)(=[O:47])[CH3:46].Cl. (4) Given the product [OH:23][C:22]([C:13]1([C:19]#[N:20])[CH2:18][CH2:17][CH2:16][CH2:15][CH2:14]1)([CH3:24])[CH3:21], predict the reactants needed to synthesize it. The reactants are: C(NC(C)C)(C)C.[Li]CCCC.[CH:13]1([C:19]#[N:20])[CH2:18][CH2:17][CH2:16][CH2:15][CH2:14]1.[CH3:21][C:22]([CH3:24])=[O:23]. (5) Given the product [OH:9][CH2:10][C:11]1[N:15]([CH2:16][CH:17]([CH3:19])[CH3:18])[CH:14]=[N:13][CH:12]=1, predict the reactants needed to synthesize it. The reactants are: [N+]([O-])(O)=O.N([O-])=O.[Na+].[OH:9][CH2:10][C:11]1[N:15]([CH2:16][CH:17]([CH3:19])[CH3:18])[C:14](S)=[N:13][CH:12]=1.C(=O)([O-])[O-].[K+].[K+].